This data is from Reaction yield outcomes from USPTO patents with 853,638 reactions. The task is: Predict the reaction yield, written as a fraction of the theoretical maximum amount of product (1.0 means a 100% yield; for example, 0.34 means a 34% yield). (1) The reactants are [CH3:1][C:2]1[CH:10]=[CH:9][C:5]([CH:6]2[O:8][CH2:7]2)=[CH:4][CH:3]=1.[CH3:11][NH2:12]. No catalyst specified. The product is [CH3:11][NH:12][CH2:7][CH:6]([OH:8])[C:5]1[CH:9]=[CH:10][C:2]([CH3:1])=[CH:3][CH:4]=1. The yield is 0.712. (2) The reactants are [CH3:1][C@:2]12[C@@:19]3([CH3:20])[C@@H:10]([C@:11]4([CH3:32])[C@@H:16]([CH2:17][CH2:18]3)[C:15]([CH3:22])([CH3:21])[C:14]([C:23]3[CH:31]=[CH:30][C:26]([C:27]([OH:29])=[O:28])=[CH:25][CH:24]=3)=[CH:13][CH2:12]4)[CH2:9][CH2:8][C@@H:7]1[C@H:6]1[C@H:33]([C:36]([CH3:38])=[CH2:37])[CH2:34][CH2:35][C@:5]1([NH:39][CH2:40][CH2:41][NH:42]C1N=NC(C)=CC=1)[CH2:4][CH2:3]2.Cl[C:51]1[N:52]=[N:53][CH:54]=[CH:55][CH:56]=1.[C:57](O)(C(F)(F)F)=O. No catalyst specified. The product is [CH3:1][C@:2]12[C@@:19]3([CH3:20])[C@@H:10]([C@:11]4([CH3:32])[C@@H:16]([CH2:17][CH2:18]3)[C:15]([CH3:22])([CH3:21])[C:14]([C:23]3[CH:31]=[CH:30][C:26]([C:27]([O:29][CH3:57])=[O:28])=[CH:25][CH:24]=3)=[CH:13][CH2:12]4)[CH2:9][CH2:8][C@@H:7]1[C@H:6]1[C@H:33]([C:36]([CH3:38])=[CH2:37])[CH2:34][CH2:35][C@:5]1([NH:39][CH2:40][CH2:41][NH:42][C:51]1[N:52]=[N:53][CH:54]=[CH:55][CH:56]=1)[CH2:4][CH2:3]2. The yield is 0.0600. (3) The reactants are Cl[C:2]1[N:7]2[N:8]=[C:9]([CH3:11])[CH:10]=[C:6]2[N:5]=[C:4]([NH:12][C:13](=[O:24])[C:14]2[CH:19]=[CH:18][C:17]([C:20]([F:23])([F:22])[F:21])=[N:16][CH:15]=2)[CH:3]=1.C([N:28]([CH2:32][CH3:33])[CH:29]([CH3:31])C)(C)C. The catalyst is CN(C=O)C. The product is [CH3:11][C:9]1[CH:10]=[C:6]2[N:5]=[C:4]([NH:12][C:13](=[O:24])[C:14]3[CH:19]=[CH:18][C:17]([C:20]([F:23])([F:22])[F:21])=[N:16][CH:15]=3)[CH:3]=[C:2]([N:28]3[CH2:29][CH2:31][C:6]4[N:5]=[CH:4][NH:12][C:13](=[O:24])[C:33]=4[CH2:32]3)[N:7]2[N:8]=1. The yield is 0.640. (4) The product is [N:1]([CH2:4][CH2:5][NH:6][C:7](=[O:21])[CH2:8][CH2:9][CH2:10][CH2:11][CH2:12][CH2:13][CH2:14][CH2:15][CH3:16])=[N+:2]=[N-:3]. The catalyst is ClCCl. The reactants are [N:1]([CH2:4][CH2:5][NH:6][C:7](=[O:21])[CH2:8][CH2:9][CH2:10][CH2:11][CH2:12][CH2:13][CH2:14][CH2:15][CH2:16]CCCC)=[N+:2]=[N-:3].C(Cl)(=O)CCCCCCCCC.N(CCN)=[N+]=[N-].C(N(CC)CC)C. The yield is 0.830. (5) The reactants are Br[C:2]1[CH:3]=[C:4]([CH:8]2[CH2:17][C:16]([CH3:19])([CH3:18])[C:15]3[C:10](=[C:11]([Cl:22])[CH:12]=[C:13]([C:20]#[N:21])[CH:14]=3)[NH:9]2)[CH:5]=[CH:6][CH:7]=1.[NH2:23][C:24]1([C:27]([OH:29])=[O:28])[CH2:26][CH2:25]1.C(=O)([O-])[O-].[K+].[K+]. The catalyst is CS(C)=O.[Cu]I. The product is [Cl:22][C:11]1[CH:12]=[C:13]([C:20]#[N:21])[CH:14]=[C:15]2[C:10]=1[NH:9][CH:8]([C:4]1[CH:3]=[C:2]([NH:23][C:24]3([C:27]([OH:29])=[O:28])[CH2:26][CH2:25]3)[CH:7]=[CH:6][CH:5]=1)[CH2:17][C:16]2([CH3:19])[CH3:18]. The yield is 0.301. (6) The reactants are [NH2:1][C:2]1[C:7]([OH:8])=[C:6]([S:9]([N:12]2[CH2:17][CH2:16][N:15]([CH3:18])[CH2:14][CH2:13]2)(=[O:11])=[O:10])[C:5]([Cl:19])=[CH:4][CH:3]=1.[CH2:20]([O:22][C:23]1[C:24](=O)[C:25](=[O:30])[C:26]=1[O:27]CC)[CH3:21]. The catalyst is C(O)C. The product is [Cl:19][C:5]1[CH:4]=[CH:3][C:2]([NH:1][C:24]2[C:25](=[O:30])[C:26](=[O:27])[C:23]=2[O:22][CH2:20][CH3:21])=[C:7]([OH:8])[C:6]=1[S:9]([N:12]1[CH2:17][CH2:16][N:15]([CH3:18])[CH2:14][CH2:13]1)(=[O:11])=[O:10]. The yield is 0.740.